From a dataset of NCI-60 drug combinations with 297,098 pairs across 59 cell lines. Regression. Given two drug SMILES strings and cell line genomic features, predict the synergy score measuring deviation from expected non-interaction effect. (1) Drug 1: C1C(C(OC1N2C=C(C(=O)NC2=O)F)CO)O. Drug 2: C1C(C(OC1N2C=NC3=C2NC=NCC3O)CO)O. Cell line: NCIH23. Synergy scores: CSS=8.74, Synergy_ZIP=-0.338, Synergy_Bliss=3.31, Synergy_Loewe=-6.36, Synergy_HSA=0.946. (2) Drug 1: CC1=C(C(CCC1)(C)C)C=CC(=CC=CC(=CC(=O)O)C)C. Drug 2: C(=O)(N)NO. Cell line: LOX IMVI. Synergy scores: CSS=-10.8, Synergy_ZIP=1.54, Synergy_Bliss=-6.17, Synergy_Loewe=-7.44, Synergy_HSA=-9.10.